This data is from Full USPTO retrosynthesis dataset with 1.9M reactions from patents (1976-2016). The task is: Predict the reactants needed to synthesize the given product. (1) Given the product [CH3:34][O:33][C:31]([C:23]1[CH:22]=[C:21]([NH:20][C:6]2[C:5]3[C:10](=[CH:11][C:2]([Br:1])=[CH:3][CH:4]=3)[N:9]=[CH:8][C:7]=2[C:12]([OH:14])=[O:13])[CH:26]=[C:25]([C:27]([O:29][CH3:30])=[O:28])[CH:24]=1)=[O:32], predict the reactants needed to synthesize it. The reactants are: [Br:1][C:2]1[CH:11]=[C:10]2[C:5]([C:6](Cl)=[C:7]([C:12]([O:14]CC)=[O:13])[CH:8]=[N:9]2)=[CH:4][CH:3]=1.[OH-].[Na+].[NH2:20][C:21]1[CH:22]=[C:23]([C:31]([O:33][CH3:34])=[O:32])[CH:24]=[C:25]([C:27]([O:29][CH3:30])=[O:28])[CH:26]=1.C(O)(=O)C. (2) Given the product [Cl:13][C:14]1[C:15]2[C:16](=[O:17])[NH:18][CH:28]([OH:29])[C:19]=2[C:20]([F:24])=[C:21]([Cl:23])[N:22]=1, predict the reactants needed to synthesize it. The reactants are: N#N.[Li+].C[Si]([N-][Si](C)(C)C)(C)C.[Cl:13][C:14]1[N:22]=[C:21]([Cl:23])[C:20]([F:24])=[CH:19][C:15]=1[C:16]([NH2:18])=[O:17].CN([CH:28]=[O:29])C. (3) Given the product [CH3:18][O:19][C:20]1[CH:25]=[CH:24][CH:23]=[CH:22][C:21]=1[N:26]1[CH:30]=[CH:29][C:28]([O:31][CH2:2][C:3]2[C:8]([CH2:9][CH3:10])=[CH:7][CH:6]=[CH:5][C:4]=2[N:11]2[C:15](=[O:16])[N:14]([CH3:17])[N:13]=[N:12]2)=[N:27]1, predict the reactants needed to synthesize it. The reactants are: Br[CH2:2][C:3]1[C:8]([CH2:9][CH3:10])=[CH:7][CH:6]=[CH:5][C:4]=1[N:11]1[C:15](=[O:16])[N:14]([CH3:17])[N:13]=[N:12]1.[CH3:18][O:19][C:20]1[CH:25]=[CH:24][CH:23]=[CH:22][C:21]=1[N:26]1[CH:30]=[CH:29][C:28]([OH:31])=[N:27]1.C(=O)([O-])[O-].[K+].[K+].C(#N)C.